This data is from Forward reaction prediction with 1.9M reactions from USPTO patents (1976-2016). The task is: Predict the product of the given reaction. (1) Given the reactants ClC1C=C([O:8][C@@H:9]2[CH2:14][N:13]([C:15]([O:17][C:18]([CH3:21])([CH3:20])[CH3:19])=[O:16])[C@H:12]([C:22]([N:24]3[CH2:29][CH:28]=[C:27]([C:30]4[CH:35]=[C:34]([CH3:36])[C:33]([C:37]#[N:38])=[C:32]([CH3:39])[CH:31]=4)[CH2:26][CH2:25]3)=[O:23])[C@@H:11]([C:40]([O:42][CH3:43])=[O:41])[CH2:10]2)C=NC=1.NO, predict the reaction product. The product is: [C:37]([C:33]1[C:34]([CH3:36])=[CH:35][C:30]([C:27]2[CH2:28][CH2:29][N:24]([C:22]([C@@H:12]3[C@@H:11]([C:40]([O:42][CH3:43])=[O:41])[CH2:10][C@@H:9]([OH:8])[CH2:14][N:13]3[C:15]([O:17][C:18]([CH3:20])([CH3:19])[CH3:21])=[O:16])=[O:23])[CH2:25][CH:26]=2)=[CH:31][C:32]=1[CH3:39])#[N:38]. (2) The product is: [C:61]([O:60][C:58]([NH:57][C@@H:45]([CH2:46][CH2:47][CH2:48][NH:49][C:50](=[O:51])[O:52][C:53]([CH3:56])([CH3:55])[CH3:54])[CH2:44][NH:43][C:41](=[O:42])[CH2:40][C@H:28]([CH2:29][CH2:30][CH2:31][NH:32][C:33]([O:34][C:35]([CH3:38])([CH3:36])[CH3:37])=[O:39])[NH:27][C:24](=[O:26])[C@@H:12]([NH:11][C:9](=[O:10])[O:8][CH2:1][C:2]1[CH:3]=[CH:4][CH:5]=[CH:6][CH:7]=1)[CH2:13][CH2:14][CH2:15][NH:16][C:17]([O:19][C:20]([CH3:21])([CH3:22])[CH3:23])=[O:18])=[O:59])([CH3:62])([CH3:63])[CH3:64]. Given the reactants [CH2:1]([O:8][C:9]([NH:11][C@H:12]([C:24]([OH:26])=O)[CH2:13][CH2:14][CH2:15][NH:16][C:17]([O:19][C:20]([CH3:23])([CH3:22])[CH3:21])=[O:18])=[O:10])[C:2]1[CH:7]=[CH:6][CH:5]=[CH:4][CH:3]=1.[NH2:27][C@H:28]([CH2:40][C:41]([NH:43][CH2:44][C@@H:45]([NH:57][C:58]([O:60][C:61]([CH3:64])([CH3:63])[CH3:62])=[O:59])[CH2:46][CH2:47][CH2:48][NH:49][C:50]([O:52][C:53]([CH3:56])([CH3:55])[CH3:54])=[O:51])=[O:42])[CH2:29][CH2:30][CH2:31][NH:32][C:33](=[O:39])[O:34][C:35]([CH3:38])([CH3:37])[CH3:36].C(Cl)CCl.C1C=CC2N(O)N=NC=2C=1, predict the reaction product. (3) Given the reactants [N:1]1([C:11]([C:13]2[CH:17]=[C:16]([CH:18]3[CH2:23][CH2:22][NH:21][CH2:20][CH2:19]3)[S:15][CH:14]=2)=[O:12])[C@@H:10]2[C@@H:5]([CH2:6][CH2:7][CH2:8][CH2:9]2)[CH2:4][CH2:3][CH2:2]1.C(N(CC)CC)C.[C:31](Cl)(=[O:33])[CH3:32], predict the reaction product. The product is: [N:1]1([C:11]([C:13]2[CH:17]=[C:16]([CH:18]3[CH2:19][CH2:20][N:21]([C:31](=[O:33])[CH3:32])[CH2:22][CH2:23]3)[S:15][CH:14]=2)=[O:12])[C@@H:10]2[C@@H:5]([CH2:6][CH2:7][CH2:8][CH2:9]2)[CH2:4][CH2:3][CH2:2]1. (4) Given the reactants [Cl:1][C:2]1[CH:7]=[CH:6][C:5]([C:8]2[C:17]3[C:12](=[CH:13][CH:14]=[C:15]([C:18]([OH:20])=O)[CH:16]=3)[CH:11]=[N:10][CH:9]=2)=[CH:4][CH:3]=1.F[B-](F)(F)F.N1(OC(N(C)C)=[N+](C)C)C2C=CC=CC=2N=N1.C(N(CC)C(C)C)(C)C.[F:52][C:53]([F:58])([F:57])[CH2:54][CH2:55][NH2:56], predict the reaction product. The product is: [Cl:1][C:2]1[CH:7]=[CH:6][C:5]([C:8]2[C:17]3[C:12](=[CH:13][CH:14]=[C:15]([C:18]([NH:56][CH2:55][CH2:54][C:53]([F:58])([F:57])[F:52])=[O:20])[CH:16]=3)[CH:11]=[N:10][CH:9]=2)=[CH:4][CH:3]=1. (5) The product is: [CH:1]([O:5][CH2:6][C:7]1[C:16]([O:17][C@@H:25]([C:27]2[CH:32]=[CH:31][CH:30]=[CH:29][CH:28]=2)[CH2:24][N:19]2[CH:23]=[CH:22][N:21]=[CH:20]2)=[CH:15][CH:14]=[C:13]2[C:8]=1[CH2:9][CH2:10][CH2:11][C:12]2=[O:18])([CH2:3][CH3:4])[CH3:2]. Given the reactants [CH:1]([O:5][CH2:6][C:7]1[C:16]([OH:17])=[CH:15][CH:14]=[C:13]2[C:8]=1[CH2:9][CH2:10][CH2:11][C:12]2=[O:18])([CH2:3][CH3:4])[CH3:2].[N:19]1([CH2:24][C@@H:25]([C:27]2[CH:32]=[CH:31][CH:30]=[CH:29][CH:28]=2)O)[CH:23]=[CH:22][N:21]=[CH:20]1.C1C=CC(P(C2C=CC=CC=2)C2C=CC=CC=2)=CC=1.[N+](C(OCC)=O)(C(OCC)=O)=[N-], predict the reaction product.